This data is from Full USPTO retrosynthesis dataset with 1.9M reactions from patents (1976-2016). The task is: Predict the reactants needed to synthesize the given product. (1) Given the product [Br:1][C:2]1[CH:3]=[C:4]([CH2:21][CH:22]([OH:27])[C:23]([O:25][CH3:26])=[O:24])[CH:5]=[C:6]([Br:20])[C:7]=1[O:8][C:9]1[CH:10]=[C:11](/[CH:40]=[CH:39]/[C:41]2[CH:46]=[CH:45][N:44]=[CH:43][CH:42]=2)[C:12]([OH:18])=[C:13]([CH:15]([CH3:17])[CH3:16])[CH:14]=1, predict the reactants needed to synthesize it. The reactants are: [Br:1][C:2]1[CH:3]=[C:4]([CH2:21][CH:22]([OH:27])[C:23]([O:25][CH3:26])=[O:24])[CH:5]=[C:6]([Br:20])[C:7]=1[O:8][C:9]1[CH:14]=[C:13]([CH:15]([CH3:17])[CH3:16])[C:12]([OH:18])=[C:11](I)[CH:10]=1.C(N(C(C)C)CC)(C)C.[Cl-].[Li+].[CH:39]([C:41]1[CH:46]=[CH:45][N:44]=[CH:43][CH:42]=1)=[CH2:40]. (2) Given the product [F:1][C:2]1[C:7]([F:8])=[CH:6][CH:5]=[CH:4][C:3]=1[C:9]1[N:17]=[C:12]2[CH:13]=[N:14][N:15]([CH2:19][C:20]3[CH:21]=[CH:22][C:23]([C:26]4[CH:27]=[CH:28][S:29][CH:30]=4)=[CH:24][CH:25]=3)[CH:16]=[C:11]2[N:10]=1, predict the reactants needed to synthesize it. The reactants are: [F:1][C:2]1[C:7]([F:8])=[CH:6][CH:5]=[CH:4][C:3]=1[C:9]1[N:17]=[C:12]2[CH:13]=[N:14][NH:15][CH:16]=[C:11]2[N:10]=1.Cl[CH2:19][C:20]1[CH:25]=[CH:24][C:23]([C:26]2[CH:27]=[CH:28][S:29][CH:30]=2)=[CH:22][CH:21]=1. (3) Given the product [F:2][C:3]1[CH:4]=[C:5]([N:17]2[C:25]3[C:20](=[CH:21][CH:22]=[CH:23][CH:24]=3)[CH:19]=[C:18]2[CH3:26])[CH:6]=[CH:7][C:8]=1[C:9]([N:11]1[CH2:16][CH2:15][N:14]([C:38]([C:35]2([NH:34][C:32](=[O:33])[O:31][C:27]([CH3:29])([CH3:28])[CH3:30])[CH2:37][CH2:36]2)=[O:39])[CH2:13][CH2:12]1)=[O:10], predict the reactants needed to synthesize it. The reactants are: Cl.[F:2][C:3]1[CH:4]=[C:5]([N:17]2[C:25]3[C:20](=[CH:21][CH:22]=[CH:23][CH:24]=3)[CH:19]=[C:18]2[CH3:26])[CH:6]=[CH:7][C:8]=1[C:9]([N:11]1[CH2:16][CH2:15][NH:14][CH2:13][CH2:12]1)=[O:10].[C:27]([O:31][C:32]([NH:34][C:35]1([C:38](O)=[O:39])[CH2:37][CH2:36]1)=[O:33])([CH3:30])([CH3:29])[CH3:28].CN(C(ON1N=NC2C=CC=CC1=2)=[N+](C)C)C.F[P-](F)(F)(F)(F)F.CCN(C(C)C)C(C)C. (4) The reactants are: [Br:1][C:2]1[CH:3]=[C:4]([S:8][CH:9]2[C:15](=O)[CH2:14][CH2:13][N:12]([C:17]([O:19][C:20]([CH3:23])([CH3:22])[CH3:21])=[O:18])[CH2:11][CH2:10]2)[CH:5]=[CH:6][CH:7]=1.[OH-].[Na+].CC(OC(OC(OC(C)(C)C)=O)=O)(C)C. Given the product [Br:1][C:2]1[CH:7]=[CH:6][C:5]2[C:15]3[CH2:14][CH2:13][N:12]([C:17]([O:19][C:20]([CH3:23])([CH3:22])[CH3:21])=[O:18])[CH2:11][CH2:10][C:9]=3[S:8][C:4]=2[CH:3]=1, predict the reactants needed to synthesize it. (5) Given the product [CH2:13]([O:12][C:2]1[C:7]([C:8]([F:11])([F:10])[F:9])=[CH:6][CH:5]=[CH:4][N:3]=1)[CH3:14], predict the reactants needed to synthesize it. The reactants are: Cl[C:2]1[C:7]([C:8]([F:11])([F:10])[F:9])=[CH:6][CH:5]=[CH:4][N:3]=1.[O-:12][CH2:13][CH3:14].[Na+].